The task is: Predict the reactants needed to synthesize the given product.. This data is from Full USPTO retrosynthesis dataset with 1.9M reactions from patents (1976-2016). (1) Given the product [CH:23]1([N:22]([CH3:21])[C:2]2[C:3]3[C:16]4[CH2:17][CH2:18][CH2:19][CH2:20][C:15]=4[S:14][C:4]=3[N:5]=[C:6]([CH2:8][C:9]([O:11][CH2:12][CH3:13])=[O:10])[N:7]=2)[CH2:25][CH2:24]1, predict the reactants needed to synthesize it. The reactants are: Cl[C:2]1[C:3]2[C:16]3[CH2:17][CH2:18][CH2:19][CH2:20][C:15]=3[S:14][C:4]=2[N:5]=[C:6]([CH2:8][C:9]([O:11][CH2:12][CH3:13])=[O:10])[N:7]=1.[CH3:21][NH:22][CH:23]1[CH2:25][CH2:24]1.C(N(CC)CC)C. (2) Given the product [ClH:8].[NH2:41][C@@H:37]1[CH2:38][CH2:39][CH2:40][N:35]([C:13]2[N:12]([CH2:11][C:10]3[CH:49]=[CH:50][CH:51]=[CH:52][C:9]=3[Cl:8])[C:20]3[C:19](=[O:21])[N:18]([CH3:22])[C:17]([O:23][C:24]4[CH:29]=[CH:28][CH:27]=[C:26]([O:30][CH2:31][CH3:32])[CH:25]=4)=[N:16][C:15]=3[C:14]=2[C:33]#[N:34])[CH2:36]1, predict the reactants needed to synthesize it. The reactants are: Cl.O1CCOCC1.[Cl:8][C:9]1[CH:52]=[CH:51][CH:50]=[CH:49][C:10]=1[CH2:11][N:12]1[C:20]2[C:19](=[O:21])[N:18]([CH3:22])[C:17]([O:23][C:24]3[CH:29]=[CH:28][CH:27]=[C:26]([O:30][CH2:31][CH3:32])[CH:25]=3)=[N:16][C:15]=2[C:14]([C:33]#[N:34])=[C:13]1[N:35]1[CH2:40][CH2:39][CH2:38][C@@H:37]([NH:41]C(=O)OC(C)(C)C)[CH2:36]1.